From a dataset of Peptide-MHC class I binding affinity with 185,985 pairs from IEDB/IMGT. Regression. Given a peptide amino acid sequence and an MHC pseudo amino acid sequence, predict their binding affinity value. This is MHC class I binding data. The peptide sequence is IMYDIINSV. The MHC is HLA-A02:02 with pseudo-sequence HLA-A02:02. The binding affinity (normalized) is 0.538.